Dataset: Catalyst prediction with 721,799 reactions and 888 catalyst types from USPTO. Task: Predict which catalyst facilitates the given reaction. (1) Reactant: [F:1][CH:2]([F:34])[C:3]1[CH:8]=[CH:7][N:6]=[C:5]([NH:9][C:10]2[CH:11]=[C:12]([C:17]3[CH:18]=[N:19][C:20]([CH2:23][C@H:24]4[CH2:29][CH2:28][C@H:27]([C:30]([O:32]C)=[O:31])[CH2:26][CH2:25]4)=[N:21][CH:22]=3)[CH:13]=[C:14]([CH3:16])[CH:15]=2)[N:4]=1.O.[OH-].[Li+].Cl. Product: [F:34][CH:2]([F:1])[C:3]1[CH:8]=[CH:7][N:6]=[C:5]([NH:9][C:10]2[CH:11]=[C:12]([C:17]3[CH:22]=[N:21][C:20]([CH2:23][C@H:24]4[CH2:29][CH2:28][C@H:27]([C:30]([OH:32])=[O:31])[CH2:26][CH2:25]4)=[N:19][CH:18]=3)[CH:13]=[C:14]([CH3:16])[CH:15]=2)[N:4]=1. The catalyst class is: 20. (2) Product: [CH3:31][CH:32]1[CH2:36][CH2:35][CH2:34][N:33]1[CH2:6][C:7]1[CH:12]=[CH:11][C:10]([CH2:13][CH2:14][NH:15][C:16]([C:18]2[CH:23]=[CH:22][C:21]([C:24]3[CH:29]=[CH:28][C:27]([Cl:30])=[CH:26][CH:25]=3)=[CH:20][CH:19]=2)=[O:17])=[CH:9][CH:8]=1. Reactant: CS(O[CH2:6][C:7]1[CH:12]=[CH:11][C:10]([CH2:13][CH2:14][NH:15][C:16]([C:18]2[CH:23]=[CH:22][C:21]([C:24]3[CH:29]=[CH:28][C:27]([Cl:30])=[CH:26][CH:25]=3)=[CH:20][CH:19]=2)=[O:17])=[CH:9][CH:8]=1)(=O)=O.[CH3:31][CH:32]1[CH2:36][CH2:35][CH2:34][NH:33]1. The catalyst class is: 66. (3) Reactant: [OH:1][C:2]1[CH:11]=[C:10]([OH:12])[CH:9]=[CH:8][C:3]=1[C:4]([O:6][CH3:7])=[O:5].C1(N[S:20]([C:23]([F:26])([F:25])[F:24])(=[O:22])=[O:21])C=CC=CC=1.CCN(C(C)C)C(C)C. Product: [F:24][C:23]([F:26])([F:25])[S:20]([O:1][C:2]1[CH:11]=[C:10]([O:12][S:20]([C:23]([F:26])([F:25])[F:24])(=[O:22])=[O:21])[CH:9]=[CH:8][C:3]=1[C:4]([O:6][CH3:7])=[O:5])(=[O:22])=[O:21]. The catalyst class is: 2. (4) Reactant: O[C:2]1([C:12]#[N:13])[CH2:7][C:6]([CH3:9])([CH3:8])[CH2:5][CH2:4][C:3]1([CH3:11])[CH3:10].S(Cl)(Cl)=O.Cl. Product: [CH3:8][C:6]1([CH3:9])[CH2:5][CH2:4][C:3]([CH3:10])([CH3:11])[C:2]([C:12]#[N:13])=[CH:7]1. The catalyst class is: 17.